From a dataset of Full USPTO retrosynthesis dataset with 1.9M reactions from patents (1976-2016). Predict the reactants needed to synthesize the given product. Given the product [CH:5]12[N:8]([C:9]3[CH:14]=[C:13]([CH2:15][N:16]([CH3:17])[CH3:18])[N:12]=[C:11]([C:19]4[CH:24]=[CH:23][C:22]([NH:25][C:26]([NH:28][C:29]5[CH:38]=[CH:37][C:36]([CH2:35][N:33]([CH3:34])[CH3:32])=[CH:30][CH:31]=5)=[O:27])=[CH:21][CH:20]=4)[N:10]=3)[CH:1]([CH2:7][CH2:6]1)[CH2:2][O:3][CH2:4]2, predict the reactants needed to synthesize it. The reactants are: [CH:1]12[N:8]([C:9]3[CH:14]=[C:13]([CH2:15][N:16]([CH3:18])[CH3:17])[N:12]=[C:11]([C:19]4[CH:24]=[CH:23][C:22]([NH:25][C:26]([NH:28][CH:29]5[CH2:31][CH2:30]5)=[O:27])=[CH:21][CH:20]=4)[N:10]=3)[CH:5]([CH2:6][CH2:7]1)[CH2:4][O:3][CH2:2]2.[CH3:32][N:33]([CH2:35][C:36]1C=CC(NC(NC2C=CC(B3OC(C)(C)C(C)(C)O3)=CC=2)=O)=[CH:38][CH:37]=1)[CH3:34].